This data is from Full USPTO retrosynthesis dataset with 1.9M reactions from patents (1976-2016). The task is: Predict the reactants needed to synthesize the given product. (1) Given the product [Br:1][C:2]1[CH:10]=[CH:9][CH:8]=[CH:7][C:3]=1[O:28][CH3:27], predict the reactants needed to synthesize it. The reactants are: [Br:1][C:2]1[CH:10]=[CH:9][C:8](S(=O)(=O)NC2C=CC(CCCC)=CC=2)=[CH:7][C:3]=1C(O)=O.N1CC[O:28][CH2:27]C1.N1CCCC1. (2) Given the product [C:32]([C:23]1[CH:22]=[C:21]([S:20][C:17]([S:16][C:14]2[CH:13]=[C:12]([C:36]([CH3:37])([CH3:38])[CH3:39])[C:6]([O:7][CH2:8][CH2:9][OH:10])=[C:5]([C:1]([CH3:4])([CH3:3])[CH3:2])[CH:15]=2)([CH3:19])[CH3:18])[CH:26]=[C:25]([C:27]([CH3:30])([CH3:29])[CH3:28])[C:24]=1[OH:31])([CH3:33])([CH3:34])[CH3:35], predict the reactants needed to synthesize it. The reactants are: [C:1]([C:5]1[CH:15]=[C:14]([S:16][C:17]([S:20][C:21]2[CH:26]=[C:25]([C:27]([CH3:30])([CH3:29])[CH3:28])[C:24]([OH:31])=[C:23]([C:32]([CH3:35])([CH3:34])[CH3:33])[CH:22]=2)([CH3:19])[CH3:18])[CH:13]=[C:12]([C:36]([CH3:39])([CH3:38])[CH3:37])[C:6]=1[O:7][CH2:8][C:9](O)=[O:10])([CH3:4])([CH3:3])[CH3:2].B.